From a dataset of Full USPTO retrosynthesis dataset with 1.9M reactions from patents (1976-2016). Predict the reactants needed to synthesize the given product. (1) Given the product [CH:1]([O:4][C:5]1[CH:10]=[CH:9][C:8]([C:11]([N:13]2[CH2:14][CH2:15][C:16]3([CH:27]([O:28][CH3:29])[CH:26]([O:30][CH:31]([CH3:33])[CH3:32])[C:25]4[C:20](=[CH:21][CH:22]=[CH:23][CH:24]=4)[O:19]3)[CH2:17][CH2:18]2)=[O:12])=[CH:7][C:6]=1[O:34][CH3:35])([CH3:3])[CH3:2], predict the reactants needed to synthesize it. The reactants are: [CH:1]([O:4][C:5]1[CH:10]=[CH:9][C:8]([C:11]([N:13]2[CH2:18][CH2:17][C:16]3([C@@H:27]([O:28][CH3:29])[C@H:26]([O:30][CH:31]([CH3:33])[CH3:32])[C:25]4[C:20](=[CH:21][CH:22]=[CH:23][CH:24]=4)[O:19]3)[CH2:15][CH2:14]2)=[O:12])=[CH:7][C:6]=1[O:34][CH3:35])([CH3:3])[CH3:2].[H-].[Na+].CI. (2) Given the product [CH2:1]([O:8][CH2:9][C@@:10]12[CH2:15][C@@H:14]1[CH2:13][O:12][CH2:11]2)[C:2]1[CH:3]=[CH:4][CH:5]=[CH:6][CH:7]=1, predict the reactants needed to synthesize it. The reactants are: [CH2:1]([O:8][CH2:9][C@@:10]12[CH2:15][C@@H:14]1[CH2:13][O:12][C:11]2=O)[C:2]1[CH:7]=[CH:6][CH:5]=[CH:4][CH:3]=1.C([SiH](CC)CC)C. (3) Given the product [Cl:20][C:21]1[CH:22]=[C:23]([CH:29]=[CH:30][C:31]=1[Cl:32])[CH2:24][N:25]([CH:26]([CH3:28])[CH3:27])[S:10]([C:2]1[O:1][C:5]2[CH:6]=[CH:7][CH:8]=[CH:9][C:4]=2[CH:3]=1)(=[O:12])=[O:11], predict the reactants needed to synthesize it. The reactants are: [O:1]1[C:5]2[CH:6]=[CH:7][CH:8]=[CH:9][C:4]=2[CH:3]=[C:2]1[S:10](Cl)(=[O:12])=[O:11].N1C=CC=CC=1.[Cl:20][C:21]1[CH:22]=[C:23]([CH:29]=[CH:30][C:31]=1[Cl:32])[CH2:24][NH:25][CH:26]([CH3:28])[CH3:27]. (4) Given the product [NH2:1][C:2]1[CH:9]=[CH:8][CH:7]=[CH:6][C:3]=1[C:4](=[O:22])[CH2:10][C:11]1[CH:16]=[CH:15][CH:14]=[CH:13][CH:12]=1, predict the reactants needed to synthesize it. The reactants are: [NH2:1][C:2]1[CH:9]=[CH:8][CH:7]=[CH:6][C:3]=1[C:4]#N.[CH2:10]([Mg]Cl)[C:11]1[CH:16]=[CH:15][CH:14]=[CH:13][CH:12]=1.Cl.C([O:22]CC)C. (5) Given the product [C:1]([O:5][C@@H:6]([C:11]1[C:40]([CH3:41])=[CH:39][C:38]2=[N:42][C:35]3=[CH:36][N:37]2[C:12]=1[N:13]1[CH2:14][CH2:15][C:16]([CH3:49])([O:17][CH2:18][CH2:19][CH2:20][CH2:21][C@H:22]([CH3:46])[O:23][C:24]2[CH:25]=[C:26]([CH3:45])[C:27]([F:44])=[CH:28][C:29]=2[C:30]2[CH:43]=[C:34]3[CH:33]=[CH:32][CH:31]=2)[CH2:47][CH2:48]1)[C:7]([OH:9])=[O:8])([CH3:4])([CH3:2])[CH3:3], predict the reactants needed to synthesize it. The reactants are: [C:1]([O:5][C@@H:6]([C:11]1[C:40]([CH3:41])=[CH:39][C:38]2=[N:42][C:35]3=[CH:36][N:37]2[C:12]=1[N:13]1[CH2:48][CH2:47][C:16]([CH3:49])([O:17][CH2:18][CH2:19][CH2:20][CH2:21][C@H:22]([CH3:46])[O:23][C:24]2[CH:25]=[C:26]([CH3:45])[C:27]([F:44])=[CH:28][C:29]=2[C:30]2[CH:43]=[C:34]3[CH:33]=[CH:32][CH:31]=2)[CH2:15][CH2:14]1)[C:7]([O:9]C)=[O:8])([CH3:4])([CH3:3])[CH3:2].C(O[C@@H](C1C(C)=CC2=NC3=CN2C=1N1CCC(C)(OCC=CC[C@H](C)OC2C=C(F)C=CC=2C2C=C3C=CC=2)CC1)C(O)=O)(C)(C)C.